This data is from Peptide-MHC class I binding affinity with 185,985 pairs from IEDB/IMGT. The task is: Regression. Given a peptide amino acid sequence and an MHC pseudo amino acid sequence, predict their binding affinity value. This is MHC class I binding data. (1) The peptide sequence is IELPEKDSW. The MHC is HLA-A31:01 with pseudo-sequence HLA-A31:01. The binding affinity (normalized) is 0. (2) The peptide sequence is DTVDYSAM. The MHC is H-2-Kb with pseudo-sequence H-2-Kb. The binding affinity (normalized) is 0.131. (3) The peptide sequence is KLVSLGVNAV. The MHC is HLA-A02:01 with pseudo-sequence HLA-A02:01. The binding affinity (normalized) is 0.460. (4) The peptide sequence is RPRCAYLPF. The MHC is HLA-B48:01 with pseudo-sequence HLA-B48:01. The binding affinity (normalized) is 0.0847.